Task: Predict the reactants needed to synthesize the given product.. Dataset: Full USPTO retrosynthesis dataset with 1.9M reactions from patents (1976-2016) (1) Given the product [CH2:50]([O:49][CH2:48][N:47]1[C:36]2[C:35]([NH2:34])=[N:40][C:39]([CH2:41][CH2:42][CH2:43][CH3:44])=[N:38][C:37]=2[C:45]([C:58]#[C:59][CH2:60][CH2:61][CH2:62][N:68]2[CH2:69][CH:66]([F:65])[CH2:67]2)=[C:46]1[CH3:57])[C:51]1[CH:56]=[CH:55][CH:54]=[CH:53][CH:52]=1, predict the reactants needed to synthesize it. The reactants are: C(OCN1C2C(N)=NC(CCCC)=NC=2C(C#CCCCN2CC(C)C2)=C1)C1C=CC=CC=1.[NH2:34][C:35]1[C:36]2[N:47]([CH2:48][O:49][CH2:50][C:51]3[CH:56]=[CH:55][CH:54]=[CH:53][CH:52]=3)[C:46]([CH3:57])=[C:45]([C:58]#[C:59][CH2:60][CH2:61][CH:62]=O)[C:37]=2[N:38]=[C:39]([CH2:41][CH2:42][CH2:43][CH3:44])[N:40]=1.Cl.[F:65][CH:66]1[CH2:69][NH:68][CH2:67]1. (2) Given the product [NH2:31][C:2]1[C:7]2[C:8](=[O:30])[N:9]([C:13]3[CH:18]=[CH:17][C:16]([C@H:19]4[CH2:24][CH2:23][C@H:22]([CH2:25][C:26]([O:28][CH3:29])=[O:27])[CH2:21][CH2:20]4)=[CH:15][CH:14]=3)[CH2:10][CH2:11][O:12][C:6]=2[N:5]=[CH:4][N:3]=1, predict the reactants needed to synthesize it. The reactants are: Cl[C:2]1[C:7]2[C:8](=[O:30])[N:9]([C:13]3[CH:18]=[CH:17][C:16]([C@H:19]4[CH2:24][CH2:23][C@H:22]([CH2:25][C:26]([O:28][CH3:29])=[O:27])[CH2:21][CH2:20]4)=[CH:15][CH:14]=3)[CH2:10][CH2:11][O:12][C:6]=2[N:5]=[CH:4][N:3]=1.[NH3:31]. (3) Given the product [NH2:1][C:2]1[CH:3]=[C:4]([NH:10][S:11]([CH2:14][CH2:15][C:16]2[C:21]([O:22][CH3:23])=[CH:20][C:19]([O:24][CH3:25])=[CH:18][C:17]=2[O:26][CH3:27])(=[O:13])=[O:12])[CH:5]=[CH:6][C:7]=1[O:8][CH3:9], predict the reactants needed to synthesize it. The reactants are: [NH2:1][C:2]1[CH:3]=[C:4]([NH:10][S:11]([CH:14]=[CH:15][C:16]2[C:21]([O:22][CH3:23])=[CH:20][C:19]([O:24][CH3:25])=[CH:18][C:17]=2[O:26][CH3:27])(=[O:13])=[O:12])[CH:5]=[CH:6][C:7]=1[O:8][CH3:9].[H][H]. (4) Given the product [F:9][C:4]1[C:3]([CH3:10])=[C:2]([CH2:13][C@H:14]([OH:15])[CH3:17])[CH:7]=[CH:6][C:5]=1[F:8], predict the reactants needed to synthesize it. The reactants are: Br[C:2]1[CH:7]=[CH:6][C:5]([F:8])=[C:4]([F:9])[C:3]=1[CH3:10].N#N.[CH3:13][CH2:14][OH:15].[Li][CH:17](CC)C.C1CCCCC1.B(F)(F)F.C(OCC)C. (5) Given the product [O:2]=[S:1]1[O:11][C@H:10]2[CH2:9][S:8][C@@H:7]([CH2:12][CH2:13][CH2:14][CH2:15][C:16]([OH:18])=[O:17])[C@H:6]2[O:5]1, predict the reactants needed to synthesize it. The reactants are: [S:1](Cl)(Cl)=[O:2].[OH:5][C@H:6]1[C@@H:10]([OH:11])[CH2:9][S:8][C@H:7]1[CH2:12][CH2:13][CH2:14][CH2:15][C:16]([OH:18])=[O:17]. (6) Given the product [F:28][C:29]1[CH:34]=[C:33]([C:2]2[C:3]([N:22]3[CH2:26][CH2:25][C@@H:24]([OH:27])[CH2:23]3)=[N:4][CH:5]=[C:6]([C:7]([NH:9][C:10]3[CH:15]=[CH:14][C:13]([O:16][C:17]([F:20])([F:19])[F:18])=[CH:12][CH:11]=3)=[O:8])[CH:21]=2)[CH:32]=[C:31]([F:38])[N:30]=1, predict the reactants needed to synthesize it. The reactants are: Br[C:2]1[C:3]([N:22]2[CH2:26][CH2:25][C@@H:24]([OH:27])[CH2:23]2)=[N:4][CH:5]=[C:6]([CH:21]=1)[C:7]([NH:9][C:10]1[CH:15]=[CH:14][C:13]([O:16][C:17]([F:20])([F:19])[F:18])=[CH:12][CH:11]=1)=[O:8].[F:28][C:29]1[CH:34]=[C:33](B(O)O)[CH:32]=[C:31]([F:38])[N:30]=1.